From a dataset of Full USPTO retrosynthesis dataset with 1.9M reactions from patents (1976-2016). Predict the reactants needed to synthesize the given product. Given the product [NH2:1][C:2]1[O:3][CH2:4][C@@:5]2([C@H:19]3[C@@H:14]([CH2:15][C@@H:16]([OH:20])[CH2:17][CH2:18]3)[CH2:13][C:12]3[C:7]2=[CH:8][C:9]([C:21]2[CH:22]=[N:23][CH:24]=[C:25]([Cl:27])[CH:26]=2)=[CH:10][CH:11]=3)[N:6]=1, predict the reactants needed to synthesize it. The reactants are: [NH2:1][C:2]1[O:3][CH2:4][C:5]2([C@H:19]3[C@@H:14]([CH2:15][C:16](=[O:20])[CH2:17][CH2:18]3)[CH2:13][C:12]3[C:7]2=[CH:8][C:9]([C:21]2[CH:22]=[N:23][CH:24]=[C:25]([Cl:27])[CH:26]=2)=[CH:10][CH:11]=3)[N:6]=1.[BH4-].[Na+].